From a dataset of Full USPTO retrosynthesis dataset with 1.9M reactions from patents (1976-2016). Predict the reactants needed to synthesize the given product. (1) Given the product [CH2:21]([N:7]([CH2:1][CH2:2][CH2:3][CH2:4][CH2:5][CH3:6])[C:8]([C:10]1[C:11](=[O:20])[N:12]([CH2:35][C:31]2[CH:30]=[N:29][CH:34]=[CH:33][CH:32]=2)[C:13]2[C:18]([CH:19]=1)=[CH:17][CH:16]=[CH:15][CH:14]=2)=[O:9])[CH2:22][CH2:23][CH2:24][CH2:25][CH3:26], predict the reactants needed to synthesize it. The reactants are: [CH2:1]([N:7]([CH2:21][CH2:22][CH2:23][CH2:24][CH2:25][CH3:26])[C:8]([C:10]1[C:11](=[O:20])[NH:12][C:13]2[C:18]([CH:19]=1)=[CH:17][CH:16]=[CH:15][CH:14]=2)=[O:9])[CH2:2][CH2:3][CH2:4][CH2:5][CH3:6].[H-].[Na+].[N:29]1[CH:34]=[CH:33][CH:32]=[C:31]([CH2:35]Cl)[CH:30]=1.O. (2) Given the product [Br:10][C:7]1[CH:6]=[CH:5][C:3]([NH2:4])=[C:2]([F:1])[C:8]=1[F:9], predict the reactants needed to synthesize it. The reactants are: [F:1][C:2]1[C:8]([F:9])=[CH:7][CH:6]=[CH:5][C:3]=1[NH2:4].[Br:10]N1C(=O)CCC1=O.O. (3) Given the product [CH2:33]([O:32][C:29]1[CH:28]=[C:6]([CH2:7][N:8]2[CH2:11][C:10]3([CH2:15][C:14]([N:16]4[CH2:21][CH2:20][C:19]([CH3:27])([C:22]([OH:24])=[O:23])[CH2:18][CH2:17]4)=[N:13][O:12]3)[CH2:9]2)[CH:5]=[C:4]([O:3][CH2:1][CH3:2])[C:30]=1[C:40]1[CH:41]=[CH:42][C:37]([C:36]([F:47])([F:46])[F:35])=[CH:38][CH:39]=1)[CH3:34], predict the reactants needed to synthesize it. The reactants are: [CH2:1]([O:3][C:4]1[CH:5]=[C:6]([CH:28]=[C:29]([O:32][CH2:33][CH3:34])[C:30]=1I)[CH2:7][N:8]1[CH2:11][C:10]2([CH2:15][C:14]([N:16]3[CH2:21][CH2:20][C:19]([CH3:27])([C:22]([O:24]CC)=[O:23])[CH2:18][CH2:17]3)=[N:13][O:12]2)[CH2:9]1)[CH3:2].[F:35][C:36]([F:47])([F:46])[C:37]1[CH:42]=[CH:41][C:40](B(O)O)=[CH:39][CH:38]=1. (4) Given the product [Cl:1][C:2]1[CH:13]=[CH:12][C:11]([S:14]([N:17]2[CH2:22][CH2:21][CH2:20][CH2:19][CH2:18]2)(=[O:16])=[O:15])=[CH:10][C:3]=1[CH2:4][O:5][CH2:6][C:7]([N:31]1[CH2:30][CH2:29][CH2:28][CH2:33]1)=[O:9], predict the reactants needed to synthesize it. The reactants are: [Cl:1][C:2]1[CH:13]=[CH:12][C:11]([S:14]([N:17]2[CH2:22][CH2:21][CH2:20][CH2:19][CH2:18]2)(=[O:16])=[O:15])=[CH:10][C:3]=1[CH2:4][O:5][CH2:6][C:7]([OH:9])=O.CCN=C=N[CH2:28][CH2:29][CH2:30][N:31]([CH3:33])C.N1CCCC1. (5) Given the product [CH2:10]([N:9]1[C:7](=[O:8])[C:6]2=[CH:5][N:4]([C:12]3[CH:13]=[N:14][CH:15]=[CH:16][CH:17]=3)[N:3]=[C:2]2[N:1]=[C:27]1[C:26]([F:37])([F:36])[F:25])[CH3:11], predict the reactants needed to synthesize it. The reactants are: [NH2:1][C:2]1[C:6]([C:7]([NH:9][CH2:10][CH3:11])=[O:8])=[CH:5][N:4]([C:12]2[CH:13]=[N:14][CH:15]=[CH:16][CH:17]=2)[N:3]=1.C(N(CC)CC)C.[F:25][C:26]([F:37])([F:36])[C:27](O[C:27](=O)[C:26]([F:37])([F:36])[F:25])=O. (6) Given the product [NH2:29][C:30]1[N:35]=[C:34]([C:36]#[N:37])[C:33]([C:16]2[CH:17]=[CH:18][C:13]([C:8]3[CH:9]=[CH:10][CH:11]=[CH:12][C:7]=3[S:4]([CH:1]3[CH2:3][CH2:2]3)(=[O:6])=[O:5])=[CH:14][C:15]=2[F:28])=[CH:32][CH:31]=1, predict the reactants needed to synthesize it. The reactants are: [CH:1]1([S:4]([C:7]2[CH:12]=[CH:11][CH:10]=[CH:9][C:8]=2[C:13]2[CH:18]=[CH:17][C:16](B3OC(C)(C)C(C)(C)O3)=[C:15]([F:28])[CH:14]=2)(=[O:6])=[O:5])[CH2:3][CH2:2]1.[NH2:29][C:30]1[N:35]=[C:34]([C:36]#[N:37])[C:33](Br)=[CH:32][CH:31]=1.